The task is: Predict the reactants needed to synthesize the given product.. This data is from Full USPTO retrosynthesis dataset with 1.9M reactions from patents (1976-2016). (1) Given the product [NH2:24][CH2:23][CH2:22][NH:25][C:2]1[N:7]2[N:8]=[C:9]([CH3:20])[C:10]([C:11]3[C:16]([CH3:17])=[CH:15][C:14]([Cl:18])=[CH:13][C:12]=3[CH3:19])=[C:6]2[N:5]=[C:4]([CH3:21])[CH:3]=1, predict the reactants needed to synthesize it. The reactants are: Cl[C:2]1[N:7]2[N:8]=[C:9]([CH3:20])[C:10]([C:11]3[C:16]([CH3:17])=[CH:15][C:14]([Cl:18])=[CH:13][C:12]=3[CH3:19])=[C:6]2[N:5]=[C:4]([CH3:21])[CH:3]=1.[CH2:22]([NH2:25])[CH2:23][NH2:24].N.C(Cl)Cl. (2) Given the product [CH3:24][S:21]([C:18]1[CH:17]=[CH:16][C:15]([O:14][C:13]2[C:4]([CH:1]=[CH:2][CH3:3])=[C:5]([C:25]([O:27][CH3:28])=[O:26])[CH:6]=[C:7]([CH:12]=2)[C:8]([O:10][CH3:11])=[O:9])=[CH:20][CH:19]=1)(=[O:22])=[O:23], predict the reactants needed to synthesize it. The reactants are: [CH2:1]([C:4]1[C:13]([O:14][C:15]2[CH:20]=[CH:19][C:18]([S:21]([CH3:24])(=[O:23])=[O:22])=[CH:17][CH:16]=2)=[CH:12][C:7]([C:8]([O:10][CH3:11])=[O:9])=[CH:6][C:5]=1[C:25]([O:27][CH3:28])=[O:26])[CH:2]=[CH2:3]. (3) The reactants are: [CH:1]1([C:7]2[C:8]3[CH:9]=[CH:10][C:11]([C:27]([O:29][CH3:30])=[O:28])=[CH:12][C:13]=3[N:14]3[C:21]=2[C:20]2[CH:22]=[CH:23][CH:24]=[CH:25][C:19]=2[O:18][CH2:17][C@@H:16]([OH:26])[CH2:15]3)[CH2:6][CH2:5][CH2:4][CH2:3][CH2:2]1.CC(OI1(OC(C)=O)(OC(C)=O)OC(=O)C2C=CC=CC1=2)=O. Given the product [CH:1]1([C:7]2[C:8]3[CH:9]=[CH:10][C:11]([C:27]([O:29][CH3:30])=[O:28])=[CH:12][C:13]=3[N:14]3[C:21]=2[C:20]2[CH:22]=[CH:23][CH:24]=[CH:25][C:19]=2[O:18][CH2:17][C:16](=[O:26])[CH2:15]3)[CH2:2][CH2:3][CH2:4][CH2:5][CH2:6]1, predict the reactants needed to synthesize it.